Dataset: Forward reaction prediction with 1.9M reactions from USPTO patents (1976-2016). Task: Predict the product of the given reaction. (1) Given the reactants C[O:2][C:3]([C:5]1[C:13]2[N:12]=[C:11]([C:14](=[O:29])[NH:15][C:16]3[CH:21]=[CH:20][C:19]([N:22]4[CH2:27][CH2:26][O:25][CH2:24][C:23]4=[O:28])=[CH:18][CH:17]=3)[N:10]([CH2:30][C:31]3[CH:36]=[CH:35][CH:34]=[C:33]([O:37][CH3:38])[CH:32]=3)[C:9]=2[CH:8]=[CH:7][CH:6]=1)=[O:4].[Li+].[OH-], predict the reaction product. The product is: [CH3:38][O:37][C:33]1[CH:32]=[C:31]([CH:36]=[CH:35][CH:34]=1)[CH2:30][N:10]1[C:9]2[CH:8]=[CH:7][CH:6]=[C:5]([C:3]([OH:4])=[O:2])[C:13]=2[N:12]=[C:11]1[C:14](=[O:29])[NH:15][C:16]1[CH:17]=[CH:18][C:19]([N:22]2[CH2:27][CH2:26][O:25][CH2:24][C:23]2=[O:28])=[CH:20][CH:21]=1. (2) Given the reactants CC1C=CN=C([O:8][C@@H:9]2[CH2:14][CH2:13][C@@H:12]([CH3:15])[N:11](C(C3C=CC=CC=3N3N=CC=N3)=O)[CH2:10]2)C=1C#N.[C:39](O[C:39]([O:41][C:42]([CH3:45])([CH3:44])[CH3:43])=[O:40])([O:41][C:42]([CH3:45])([CH3:44])[CH3:43])=[O:40], predict the reaction product. The product is: [OH:8][C@@H:9]1[CH2:10][N:11]([C:39]([O:41][C:42]([CH3:43])([CH3:44])[CH3:45])=[O:40])[C@H:12]([CH3:15])[CH2:13][CH2:14]1. (3) Given the reactants [Cl:1][C:2]1[CH:7]=[CH:6][C:5]([NH:8][C:9](=[O:11])[CH3:10])=[C:4]([CH:12]=[CH2:13])[CH:3]=1.[Cl:14][C:15]1[CH:20]=[C:19](Cl)[C:18]([CH2:22]Cl)=[CH:17][N:16]=1.C(N1C2C=CC=CC=2C=CC2N=C(Cl)C(F)=CC=2C1)(=O)C, predict the reaction product. The product is: [C:9]([N:8]1[C:5]2[CH:6]=[CH:7][C:2]([Cl:1])=[CH:3][C:4]=2[CH:12]=[CH:13][C:19]2[CH:20]=[C:15]([Cl:14])[N:16]=[CH:17][C:18]=2[CH2:22]1)(=[O:11])[CH3:10]. (4) Given the reactants [F:1][C:2]1[CH:7]=[CH:6][C:5]([C:8]2[N:12]=[N:11][N:10]([CH3:13])[C:9]=2[CH2:14][O:15][C:16]2[N:21]=[N:20][C:19]([C:22](O)=[O:23])=[CH:18][CH:17]=2)=[CH:4][CH:3]=1.[NH2:25][C:26]([CH3:30])([CH3:29])[CH2:27][OH:28], predict the reaction product. The product is: [OH:28][CH2:27][C:26]([NH:25][C:22]([C:19]1[N:20]=[N:21][C:16]([O:15][CH2:14][C:9]2[N:10]([CH3:13])[N:11]=[N:12][C:8]=2[C:5]2[CH:6]=[CH:7][C:2]([F:1])=[CH:3][CH:4]=2)=[CH:17][CH:18]=1)=[O:23])([CH3:30])[CH3:29]. (5) Given the reactants I[Si](C)(C)C.C([O:8][P:9](OCC)([O:11][C:12]1[CH:17]=[CH:16][C:15](/[C:18](/[CH3:34])=[CH:19]/[C:20]([O:22][C:23]2[C:28]([Cl:29])=[C:27]([Cl:30])[C:26]([Cl:31])=[C:25]([Cl:32])[C:24]=2[Cl:33])=[O:21])=[CH:14][CH:13]=1)=O)C.C[Si](N([Si](C)(C)C)C(=O)C(F)(F)F)(C)C, predict the reaction product. The product is: [PH2:9]([O:11][C:12]1[CH:13]=[CH:14][C:15](/[C:18](/[CH3:34])=[CH:19]/[C:20]([O:22][C:23]2[C:24]([Cl:33])=[C:25]([Cl:32])[C:26]([Cl:31])=[C:27]([Cl:30])[C:28]=2[Cl:29])=[O:21])=[CH:16][CH:17]=1)=[O:8]. (6) Given the reactants Cl.C([O-])(=O)C.[Na+].C(O)(=O)C.IC1C=CC(C2N=[C:20]([C@H:24]([N:26](C)[C:27](=[O:36])[O:28][CH2:29][C:30]3[CH:35]=[CH:34][CH:33]=[CH:32][CH:31]=3)C)N(C)C=2)=CC=1.[C:38]([O-:41])([OH:40])=O.[Na+], predict the reaction product. The product is: [NH:26]([C:27]([O:28][CH2:29][C:30]1[CH:35]=[CH:34][CH:33]=[CH:32][CH:31]=1)=[O:36])[C@@H:24]([C:38]([OH:41])=[O:40])[CH3:20]. (7) Given the reactants Br[C:2]1[S:3][C:4](Br)=[C:5]([C:35]2[CH:40]=[CH:39][CH:38]=[CH:37][CH:36]=2)[C:6]=1/[C:7](=[N:23]/[NH:24][S:25]([C:28]1[CH:33]=[CH:32][C:31]([CH3:34])=[CH:30][CH:29]=1)(=[O:27])=[O:26])/[N:8]1[CH2:13][CH2:12][CH:11]([CH2:14][O:15][CH2:16][CH2:17][N:18]2[CH2:22][CH2:21][CH2:20][CH2:19]2)[CH2:10][CH2:9]1.C(=O)([O-])[O-].[K+].[K+], predict the reaction product. The product is: [C:35]1([C:5]2[C:6]3[C:7]([N:8]4[CH2:13][CH2:12][CH:11]([CH2:14][O:15][CH2:16][CH2:17][N:18]5[CH2:22][CH2:21][CH2:20][CH2:19]5)[CH2:10][CH2:9]4)=[N:23][N:24]([S:25]([C:28]4[CH:33]=[CH:32][C:31]([CH3:34])=[CH:30][CH:29]=4)(=[O:27])=[O:26])[C:2]=3[S:3][CH:4]=2)[CH:40]=[CH:39][CH:38]=[CH:37][CH:36]=1.